The task is: Predict the reactants needed to synthesize the given product.. This data is from Full USPTO retrosynthesis dataset with 1.9M reactions from patents (1976-2016). (1) Given the product [CH3:4][C:5]1[O:9][C:8]([C:10]2[S:11][CH:12]=[CH:13][CH:14]=2)=[N:7][C:6]=1[CH2:15][O:16][C:17]1[CH:18]=[CH:19][C:20]([CH2:21][O:22]/[N:23]=[C:24](/[C:36]2[CH:41]=[CH:40][CH:39]=[CH:38][CH:37]=2)\[CH2:25][CH2:26][CH2:27][CH2:28][CH2:29][CH2:30][C:31]([OH:33])=[O:32])=[CH:42][CH:43]=1, predict the reactants needed to synthesize it. The reactants are: O.[OH-].[Li+].[CH3:4][C:5]1[O:9][C:8]([C:10]2[S:11][CH:12]=[CH:13][CH:14]=2)=[N:7][C:6]=1[CH2:15][O:16][C:17]1[CH:43]=[CH:42][C:20]([CH2:21][O:22]/[N:23]=[C:24](/[C:36]2[CH:41]=[CH:40][CH:39]=[CH:38][CH:37]=2)\[CH2:25][CH2:26][CH2:27][CH2:28][CH2:29][CH2:30][C:31]([O:33]CC)=[O:32])=[CH:19][CH:18]=1.O.Cl. (2) The reactants are: [NH2:1][C:2]1[C:7]([C:8]([C:10]2[C:15]([O:16][CH3:17])=[CH:14][CH:13]=[CH:12][N:11]=2)=[O:9])=[CH:6][N:5]=[C:4](S(CC)=O)[N:3]=1.FC(F)(F)C(O)=O.[CH3:29][S:30]([N:33]1[CH2:38][CH2:37][CH:36]([NH2:39])[CH2:35][CH2:34]1)(=[O:32])=[O:31]. Given the product [NH2:1][C:2]1[C:7]([C:8]([C:10]2[C:15]([O:16][CH3:17])=[CH:14][CH:13]=[CH:12][N:11]=2)=[O:9])=[CH:6][N:5]=[C:4]([NH:39][CH:36]2[CH2:37][CH2:38][N:33]([S:30]([CH3:29])(=[O:32])=[O:31])[CH2:34][CH2:35]2)[N:3]=1, predict the reactants needed to synthesize it. (3) Given the product [CH3:26][C:27]1[CH:36]=[CH:35][C:30]([C:39]([N:15]=[C:13]2[N:12]([CH:19]([CH2:24][CH3:25])[C:20]([OH:22])=[O:21])[C:11]3[CH:16]=[CH:17][C:8]([O:1][C:2]4[CH:3]=[CH:4][CH:5]=[CH:6][CH:7]=4)=[CH:9][C:10]=3[S:14]2)=[O:40])=[CH:29][CH:28]=1, predict the reactants needed to synthesize it. The reactants are: [O:1]([C:8]1[CH:17]=[CH:16][C:11]2[N:12]=[C:13]([NH2:15])[S:14][C:10]=2[CH:9]=1)[C:2]1[CH:7]=[CH:6][CH:5]=[CH:4][CH:3]=1.Br[CH:19]([CH2:24][CH3:25])[C:20]([O:22]C)=[O:21].[CH3:26][C:27]1[CH:36]=[CH:35][C:30]2N=C(N)S[C:29]=2[CH:28]=1.BrC(CC)[C:39](OCC)=[O:40].